From a dataset of TCR-epitope binding with 47,182 pairs between 192 epitopes and 23,139 TCRs. Binary Classification. Given a T-cell receptor sequence (or CDR3 region) and an epitope sequence, predict whether binding occurs between them. (1) The epitope is FQPTNGVGY. The TCR CDR3 sequence is CASSIELQGGTGELFF. Result: 0 (the TCR does not bind to the epitope). (2) The epitope is KLFIRQEEV. The TCR CDR3 sequence is CASSSNRGMTQYF. Result: 0 (the TCR does not bind to the epitope). (3) The epitope is ARMILMTHF. The TCR CDR3 sequence is CASSWTAIEQYF. Result: 1 (the TCR binds to the epitope). (4) The epitope is KRWIIMGLNK. The TCR CDR3 sequence is CASSVGPGTANTGELFF. Result: 0 (the TCR does not bind to the epitope). (5) The epitope is AVFDRKSDAK. Result: 1 (the TCR binds to the epitope). The TCR CDR3 sequence is CASVLWRASTDTQYF. (6) The epitope is GLIYNRMGAVTTEV. The TCR CDR3 sequence is CAIKTEMADTQYF. Result: 1 (the TCR binds to the epitope). (7) Result: 1 (the TCR binds to the epitope). The TCR CDR3 sequence is CASSQVGPGETQYF. The epitope is DATYQRTRALVR. (8) The epitope is RLRAEAQVK. The TCR CDR3 sequence is CASSDSLNTEAFF. Result: 1 (the TCR binds to the epitope). (9) Result: 1 (the TCR binds to the epitope). The TCR CDR3 sequence is CASSIRAAYEQYF. The epitope is GILGFVFTL.